Dataset: Full USPTO retrosynthesis dataset with 1.9M reactions from patents (1976-2016). Task: Predict the reactants needed to synthesize the given product. Given the product [S:42]1[CH:43]=[CH:44][N:45]=[C:41]1[NH:40][C:25]([C:18]1[C:19]2[CH:20]=[CH:21][CH:22]=[N:23][C:24]=2[C:15]([OH:14])=[C:16]2[C:30](=[O:31])[N:29]([CH2:32][C:33]3[CH:38]=[CH:37][C:36]([F:39])=[CH:35][CH:34]=3)[CH2:28][C:17]=12)=[O:27], predict the reactants needed to synthesize it. The reactants are: C([O:14][C:15]1[C:24]2[N:23]=[CH:22][CH:21]=[CH:20][C:19]=2[C:18]([C:25]([OH:27])=O)=[C:17]2[CH2:28][N:29]([CH2:32][C:33]3[CH:38]=[CH:37][C:36]([F:39])=[CH:35][CH:34]=3)[C:30](=[O:31])[C:16]=12)(C1C=CC=CC=1)C1C=CC=CC=1.[NH2:40][C:41]1[S:42][CH:43]=[CH:44][N:45]=1.C(N(C(C)C)CC)(C)C.F[P-](F)(F)(F)(F)F.N1(OC(N(C)C)=[N+](C)C)C2N=CC=CC=2N=N1.